Dataset: Catalyst prediction with 721,799 reactions and 888 catalyst types from USPTO. Task: Predict which catalyst facilitates the given reaction. (1) Reactant: [Cl:1][C:2]1[N:7]=[CH:6][C:5]([C:8](Cl)=[O:9])=[CH:4][CH:3]=1.[CH:11]([NH:14][CH:15]([CH3:17])[CH3:16])([CH3:13])[CH3:12]. Product: [Cl:1][C:2]1[N:7]=[CH:6][C:5]([C:8]([N:14]([CH:15]([CH3:17])[CH3:16])[CH:11]([CH3:13])[CH3:12])=[O:9])=[CH:4][CH:3]=1. The catalyst class is: 2. (2) Reactant: C(OC([NH:8][CH2:9][CH2:10][CH2:11][CH2:12][CH2:13][C:14]([O:16][CH2:17][C:18]1[CH:23]=[CH:22][CH:21]=[CH:20][CH:19]=1)=[O:15])=O)(C)(C)C.[ClH:24].O1CCOCC1. Product: [ClH:24].[NH2:8][CH2:9][CH2:10][CH2:11][CH2:12][CH2:13][C:14]([O:16][CH2:17][C:18]1[CH:23]=[CH:22][CH:21]=[CH:20][CH:19]=1)=[O:15]. The catalyst class is: 2. (3) Reactant: [Br:1][C:2]1[CH:7]=[CH:6][C:5]([Cl:8])=[CH:4][C:3]=1[CH2:9][C:10](O)=[O:11]. Product: [Br:1][C:2]1[CH:7]=[CH:6][C:5]([Cl:8])=[CH:4][C:3]=1[CH2:9][CH2:10][OH:11]. The catalyst class is: 1. (4) Reactant: Br[C:2]1[C:10]2[C:5](=[N:6][CH:7]=[N:8][C:9]=2[NH:11][CH2:12][C:13]2[CH:18]=[CH:17][C:16]([O:19][CH3:20])=[CH:15][C:14]=2[O:21][CH3:22])[N:4]([C@@H:23]2[CH2:31][CH2:30][CH2:29][C:28]3[N:27]([S:32]([C:35]4[CH:41]=[CH:40][C:38]([CH3:39])=[CH:37][CH:36]=4)(=[O:34])=[O:33])[N:26]=[CH:25][C:24]2=3)[N:3]=1.CC1(C)C(C)(C)OB([C:50]2[CH:68]=[CH:67][C:53]([C:54]([NH:56][C:57]3[CH:62]=[C:61]([C:63]([F:66])([F:65])[F:64])[CH:60]=[CH:59][N:58]=3)=[O:55])=[CH:52][CH:51]=2)O1.C([O-])([O-])=O.[K+].[K+].O. Product: [CH3:22][O:21][C:14]1[CH:15]=[C:16]([O:19][CH3:20])[CH:17]=[CH:18][C:13]=1[CH2:12][NH:11][C:9]1[N:8]=[CH:7][N:6]=[C:5]2[N:4]([C@@H:23]3[CH2:31][CH2:30][CH2:29][C:28]4[N:27]([S:32]([C:35]5[CH:36]=[CH:37][C:38]([CH3:39])=[CH:40][CH:41]=5)(=[O:33])=[O:34])[N:26]=[CH:25][C:24]3=4)[N:3]=[C:2]([C:50]3[CH:68]=[CH:67][C:53]([C:54]([NH:56][C:57]4[CH:62]=[C:61]([C:63]([F:64])([F:65])[F:66])[CH:60]=[CH:59][N:58]=4)=[O:55])=[CH:52][CH:51]=3)[C:10]=12. The catalyst class is: 551.